Predict the reaction yield, written as a fraction of the theoretical maximum amount of product (1.0 means a 100% yield; for example, 0.34 means a 34% yield). From a dataset of Reaction yield outcomes from USPTO patents with 853,638 reactions. (1) The reactants are [NH:1]1[C:9]2[C:4](=[CH:5][C:6]([C:10]([N:12]3[CH2:18][C:17]4([CH3:20])[CH2:19][CH:13]3[CH2:14][C:15]([CH3:22])([CH3:21])[CH2:16]4)=[O:11])=[CH:7][CH:8]=2)[CH:3]=[CH:2]1.C[Mg]I.Br[C:27]1[S:28][CH:29]=[CH:30][N:31]=1.O. The catalyst is C1C=CC=CC=1. The product is [S:28]1[CH:29]=[CH:30][N:31]=[C:27]1[C:3]1[C:4]2[C:9](=[CH:8][CH:7]=[C:6]([C:10]([N:12]3[CH2:18][C:17]4([CH3:20])[CH2:19][CH:13]3[CH2:14][C:15]([CH3:22])([CH3:21])[CH2:16]4)=[O:11])[CH:5]=2)[NH:1][CH:2]=1. The yield is 0.250. (2) The reactants are C([O:3][C:4](=[O:31])[CH2:5][CH2:6][C:7]1[CH:12]=[CH:11][CH:10]=[C:9]([N:13]2[C:17]([NH:18][C:19]([C:21]3[CH:26]=[CH:25][CH:24]=[CH:23][N:22]=3)=[O:20])=[CH:16][C:15]([C:27]([CH3:30])([CH3:29])[CH3:28])=[N:14]2)[CH:8]=1)C.[Li+].[OH-]. The yield is 0.760. The catalyst is CO. The product is [C:27]([C:15]1[CH:16]=[C:17]([NH:18][C:19]([C:21]2[CH:26]=[CH:25][CH:24]=[CH:23][N:22]=2)=[O:20])[N:13]([C:9]2[CH:8]=[C:7]([CH2:6][CH2:5][C:4]([OH:31])=[O:3])[CH:12]=[CH:11][CH:10]=2)[N:14]=1)([CH3:30])([CH3:28])[CH3:29]. (3) The reactants are [N:1]1[C:8]([Cl:9])=[N:7][C:5](Cl)=[N:4][C:2]=1[Cl:3].[OH:10][CH2:11][C:12]([NH:14][C:15]1[CH:20]=[CH:19][CH:18]=[C:17]([C:21]([F:24])([F:23])[F:22])[CH:16]=1)=[O:13].CCN(C(C)C)C(C)C. The catalyst is C(Cl)Cl. The product is [Cl:9][C:8]1[N:1]=[C:2]([Cl:3])[N:4]=[C:5]([O:10][CH2:11][C:12]([NH:14][C:15]2[CH:20]=[CH:19][CH:18]=[C:17]([C:21]([F:22])([F:23])[F:24])[CH:16]=2)=[O:13])[N:7]=1. The yield is 0.600. (4) The reactants are Br[C:2]1[CH:7]=[CH:6][N:5]=[C:4]2[N:8]([CH2:11][O:12][CH2:13][CH2:14][Si:15]([CH3:18])([CH3:17])[CH3:16])[CH:9]=[CH:10][C:3]=12.CC1(C)C(C)(C)OB([C:27]2[CH:28]=[N:29][NH:30][CH:31]=2)O1.CN(C=O)C.C(=O)([O-])[O-].[K+].[K+]. The catalyst is O.C(OCC)(=O)C.[Pd].C1(P(C2C=CC=CC=2)C2C=CC=CC=2)C=CC=CC=1.C1(P(C2C=CC=CC=2)C2C=CC=CC=2)C=CC=CC=1.C1(P(C2C=CC=CC=2)C2C=CC=CC=2)C=CC=CC=1.C1(P(C2C=CC=CC=2)C2C=CC=CC=2)C=CC=CC=1. The product is [NH:29]1[CH:28]=[C:27]([C:2]2[CH:7]=[CH:6][N:5]=[C:4]3[N:8]([CH2:11][O:12][CH2:13][CH2:14][Si:15]([CH3:18])([CH3:17])[CH3:16])[CH:9]=[CH:10][C:3]=23)[CH:31]=[N:30]1. The yield is 0.700. (5) The reactants are [CH3:1][N:2](C)CCN(C)C.CC1(C)C2C=CC=C(P(C3C=CC=CC=3)C3C=CC=CC=3)C=2OC2C1=CC=CC=2P(C1C=CC=CC=1)C1C=CC=CC=1.Br[C:52]1[C:53]([O:73][CH2:74][CH3:75])=[C:54]([CH:60]([N:62]2[C:66]3=[N:67][CH:68]=[N:69][C:70]([NH2:71])=[C:65]3[C:64]([CH3:72])=[N:63]2)[CH3:61])[CH:55]=[C:56]([Cl:59])[C:57]=1[CH3:58]. The catalyst is CN(C)C=O.[C-]#N.[Zn+2].[C-]#N.C1C=CC(/C=C/C(/C=C/C2C=CC=CC=2)=O)=CC=1.C1C=CC(/C=C/C(/C=C/C2C=CC=CC=2)=O)=CC=1.C1C=CC(/C=C/C(/C=C/C2C=CC=CC=2)=O)=CC=1.[Pd].[Pd]. The product is [NH2:71][C:70]1[N:69]=[CH:68][N:67]=[C:66]2[N:62]([CH:60]([C:54]3[C:53]([O:73][CH2:74][CH3:75])=[C:52]([C:57]([CH3:58])=[C:56]([Cl:59])[CH:55]=3)[C:1]#[N:2])[CH3:61])[N:63]=[C:64]([CH3:72])[C:65]=12. The yield is 0.200.